Task: Predict which catalyst facilitates the given reaction.. Dataset: Catalyst prediction with 721,799 reactions and 888 catalyst types from USPTO (1) Reactant: [C:1]([C:5]1[O:9][N:8]=[C:7]([NH:10][C:11](=[O:25])[C:12]([S:15]([C:18]2[CH:19]=[N:20][C:21](Cl)=[CH:22][CH:23]=2)(=[O:17])=[O:16])([CH3:14])[CH3:13])[CH:6]=1)([CH3:4])([CH3:3])[CH3:2].[CH3:26][O-:27].[Na+]. Product: [C:1]([C:5]1[O:9][N:8]=[C:7]([NH:10][C:11](=[O:25])[C:12]([S:15]([C:18]2[CH:19]=[N:20][C:21]([O:27][CH3:26])=[CH:22][CH:23]=2)(=[O:17])=[O:16])([CH3:14])[CH3:13])[CH:6]=1)([CH3:4])([CH3:3])[CH3:2]. The catalyst class is: 5. (2) Reactant: [C:1]([C:7]1[C:14]([C:15]([CH3:18])([CH3:17])[CH3:16])=[CH:13][C:10]([CH:11]=O)=[CH:9][C:8]=1[C:19]([CH3:22])([CH3:21])[CH3:20])(=[O:6])[CH2:2][CH2:3][CH2:4][CH3:5].[C:23]([NH:27][OH:28])([CH3:26])([CH3:25])[CH3:24].C1(C)C=CC(S(O)(=O)=O)=CC=1. Product: [C:1]([C:7]1[C:14]([C:15]([CH3:18])([CH3:17])[CH3:16])=[CH:13][C:10]([CH:11]=[N+:27]([C:23]([CH3:26])([CH3:25])[CH3:24])[O-:28])=[CH:9][C:8]=1[C:19]([CH3:22])([CH3:21])[CH3:20])(=[O:6])[CH2:2][CH2:3][CH2:4][CH3:5]. The catalyst class is: 48.